This data is from Retrosynthesis with 50K atom-mapped reactions and 10 reaction types from USPTO. The task is: Predict the reactants needed to synthesize the given product. The reactants are: CSc1ccc(Oc2ccccc2C2CCCN2)cc1.O=C(OC(=O)C(F)(F)F)C(F)(F)F. Given the product CSc1ccc(Oc2ccccc2C2CCCN2C(=O)C(F)(F)F)cc1, predict the reactants needed to synthesize it.